This data is from NCI-60 drug combinations with 297,098 pairs across 59 cell lines. The task is: Regression. Given two drug SMILES strings and cell line genomic features, predict the synergy score measuring deviation from expected non-interaction effect. (1) Drug 1: CC1=C2C(C(=O)C3(C(CC4C(C3C(C(C2(C)C)(CC1OC(=O)C(C(C5=CC=CC=C5)NC(=O)OC(C)(C)C)O)O)OC(=O)C6=CC=CC=C6)(CO4)OC(=O)C)O)C)O. Drug 2: COCCOC1=C(C=C2C(=C1)C(=NC=N2)NC3=CC=CC(=C3)C#C)OCCOC.Cl. Cell line: SN12C. Synergy scores: CSS=31.1, Synergy_ZIP=-3.75, Synergy_Bliss=5.99, Synergy_Loewe=4.14, Synergy_HSA=4.31. (2) Drug 1: C1CC(=O)NC(=O)C1N2C(=O)C3=CC=CC=C3C2=O. Drug 2: CC(C)CN1C=NC2=C1C3=CC=CC=C3N=C2N. Cell line: A549. Synergy scores: CSS=4.88, Synergy_ZIP=-1.57, Synergy_Bliss=-0.732, Synergy_Loewe=0.275, Synergy_HSA=0.190. (3) Cell line: SR. Drug 1: CC1=C(N=C(N=C1N)C(CC(=O)N)NCC(C(=O)N)N)C(=O)NC(C(C2=CN=CN2)OC3C(C(C(C(O3)CO)O)O)OC4C(C(C(C(O4)CO)O)OC(=O)N)O)C(=O)NC(C)C(C(C)C(=O)NC(C(C)O)C(=O)NCCC5=NC(=CS5)C6=NC(=CS6)C(=O)NCCC[S+](C)C)O. Drug 2: CC1C(C(CC(O1)OC2CC(CC3=C2C(=C4C(=C3O)C(=O)C5=CC=CC=C5C4=O)O)(C(=O)C)O)N)O. Synergy scores: CSS=61.3, Synergy_ZIP=-17.3, Synergy_Bliss=-34.3, Synergy_Loewe=-33.9, Synergy_HSA=-33.0. (4) Drug 1: CC1=C(C=C(C=C1)C(=O)NC2=CC(=CC(=C2)C(F)(F)F)N3C=C(N=C3)C)NC4=NC=CC(=N4)C5=CN=CC=C5. Drug 2: C1=CC=C(C=C1)NC(=O)CCCCCCC(=O)NO. Cell line: HL-60(TB). Synergy scores: CSS=7.11, Synergy_ZIP=0.604, Synergy_Bliss=-4.05, Synergy_Loewe=-24.0, Synergy_HSA=-9.53. (5) Drug 1: CCC1(CC2CC(C3=C(CCN(C2)C1)C4=CC=CC=C4N3)(C5=C(C=C6C(=C5)C78CCN9C7C(C=CC9)(C(C(C8N6C=O)(C(=O)OC)O)OC(=O)C)CC)OC)C(=O)OC)O.OS(=O)(=O)O. Drug 2: CNC(=O)C1=NC=CC(=C1)OC2=CC=C(C=C2)NC(=O)NC3=CC(=C(C=C3)Cl)C(F)(F)F. Cell line: HCT116. Synergy scores: CSS=-1.76, Synergy_ZIP=3.56, Synergy_Bliss=0.522, Synergy_Loewe=-0.596, Synergy_HSA=-4.36.